This data is from Reaction yield outcomes from USPTO patents with 853,638 reactions. The task is: Predict the reaction yield, written as a fraction of the theoretical maximum amount of product (1.0 means a 100% yield; for example, 0.34 means a 34% yield). (1) The reactants are [CH2:1]([NH:3][C:4]1[CH:9]=[CH:8][C:7]([C:10]([O:19][Si](CC)(CC)CC)([C:15]([F:18])([F:17])[F:16])[C:11]([F:14])([F:13])[F:12])=[CH:6][CH:5]=1)[CH3:2].[CH2:27](Br)[C:28]1[CH:33]=[CH:32][CH:31]=[CH:30][CH:29]=1. The catalyst is CN(C=O)C. The product is [CH2:27]([N:3]([CH2:1][CH3:2])[C:4]1[CH:5]=[CH:6][C:7]([C:10]([OH:19])([C:11]([F:12])([F:13])[F:14])[C:15]([F:16])([F:17])[F:18])=[CH:8][CH:9]=1)[C:28]1[CH:33]=[CH:32][CH:31]=[CH:30][CH:29]=1. The yield is 0.700. (2) The reactants are [O:1]1[CH2:6][CH2:5][CH:4]([OH:7])[CH2:3][CH2:2]1.[C:8]1([CH3:18])[CH:13]=[CH:12][C:11]([S:14](Cl)(=[O:16])=[O:15])=[CH:10][CH:9]=1. The catalyst is N1C=CC=CC=1.C(Cl)Cl. The product is [O:1]1[CH2:6][CH2:5][CH:4]([O:7][S:14]([C:11]2[CH:12]=[CH:13][C:8]([CH3:18])=[CH:9][CH:10]=2)(=[O:16])=[O:15])[CH2:3][CH2:2]1. The yield is 0.900. (3) The yield is 0.962. The product is [CH3:22][S:23]([O:1][CH2:2][CH2:3][C:4]1[C:9]([CH2:10][CH2:11][O:12][S:23]([CH3:22])(=[O:25])=[O:24])=[CH:8][CH:7]=[CH:6][C:5]=1[O:13][CH3:14])(=[O:25])=[O:24]. The reactants are [OH:1][CH2:2][CH2:3][C:4]1[C:9]([CH2:10][CH2:11][OH:12])=[CH:8][CH:7]=[CH:6][C:5]=1[O:13][CH3:14].C(N(CC)CC)C.[CH3:22][S:23](Cl)(=[O:25])=[O:24]. The catalyst is C(Cl)Cl. (4) The reactants are [H-].[Na+].[F:3][C:4]1[C:5]([CH2:16][N:17]([CH3:25])[C:18](=[O:24])[O:19][C:20]([CH3:23])([CH3:22])[CH3:21])=[CH:6][NH:7][C:8]=1[C:9]1[C:10]([F:15])=[N:11][CH:12]=[CH:13][CH:14]=1.C1OCCOCCOCCOCCOC1.[CH3:41][O:42][C:43]1[CH:44]=[CH:45][C:46]([S:49](Cl)(=[O:51])=[O:50])=[N:47][CH:48]=1. The catalyst is O1CCCC1. The product is [F:3][C:4]1[C:5]([CH2:16][N:17]([CH3:25])[C:18](=[O:24])[O:19][C:20]([CH3:21])([CH3:22])[CH3:23])=[CH:6][N:7]([S:49]([C:46]2[CH:45]=[CH:44][C:43]([O:42][CH3:41])=[CH:48][N:47]=2)(=[O:50])=[O:51])[C:8]=1[C:9]1[C:10]([F:15])=[N:11][CH:12]=[CH:13][CH:14]=1. The yield is 0.930.